This data is from Forward reaction prediction with 1.9M reactions from USPTO patents (1976-2016). The task is: Predict the product of the given reaction. (1) Given the reactants Cl[C:2]1[CH:7]=[C:6]([C:8]2[CH:13]=[CH:12][C:11]([F:14])=[CH:10][CH:9]=2)[N:5]=[C:4]([N:15]2[CH2:19][CH2:18][CH2:17][CH:16]2[CH3:20])[N:3]=1.[Br:21][C:22]1[CH:23]=[C:24]([CH3:35])[C:25]([N:28]2[CH2:33][CH2:32][NH:31][C@H:30]([CH3:34])[CH2:29]2)=[N:26][CH:27]=1.C([O-])(O)=O.[Na+], predict the reaction product. The product is: [Br:21][C:22]1[CH:23]=[C:24]([CH3:35])[C:25]([N:28]2[CH2:33][CH2:32][N:31]([C:2]3[CH:7]=[C:6]([C:8]4[CH:13]=[CH:12][C:11]([F:14])=[CH:10][CH:9]=4)[N:5]=[C:4]([N:15]4[CH2:19][CH2:18][CH2:17][CH:16]4[CH3:20])[N:3]=3)[C@H:30]([CH3:34])[CH2:29]2)=[N:26][CH:27]=1. (2) Given the reactants [NH2:1][C:2]1[N:7]=[CH:6][N:5]=[C:4]2[N:8]([CH:12]3[CH2:17][CH2:16][N:15]([C:18]([O:20][C:21]([CH3:24])([CH3:23])[CH3:22])=[O:19])[CH2:14][CH2:13]3)[N:9]=[C:10](I)[C:3]=12.[CH3:25][O:26][C:27]1[CH:33]=[C:32](B2OC(C)(C)C(C)(C)O2)[CH:31]=[CH:30][C:28]=1[NH2:29].C(=O)([O-])[O-].[Na+].[Na+], predict the reaction product. The product is: [NH2:1][C:2]1[N:7]=[CH:6][N:5]=[C:4]2[N:8]([CH:12]3[CH2:17][CH2:16][N:15]([C:18]([O:20][C:21]([CH3:24])([CH3:23])[CH3:22])=[O:19])[CH2:14][CH2:13]3)[N:9]=[C:10]([C:32]3[CH:31]=[CH:30][C:28]([NH2:29])=[C:27]([O:26][CH3:25])[CH:33]=3)[C:3]=12. (3) Given the reactants [Cl:1][C:2]1[CH:10]=[CH:9][C:8]2[NH:7][C:6]3[CH2:11][CH2:12][N:13]([CH3:16])[CH2:14][CH2:15][C:5]=3[C:4]=2[CH:3]=1.Cl[CH2:18][C:19]([N:21]1[CH2:26][CH2:25][CH:24]([CH3:27])[CH2:23][CH2:22]1)=[O:20], predict the reaction product. The product is: [Cl:1][C:2]1[CH:10]=[CH:9][C:8]2[N:7]([CH2:18][C:19]([N:21]3[CH2:26][CH2:25][CH:24]([CH3:27])[CH2:23][CH2:22]3)=[O:20])[C:6]3[CH2:11][CH2:12][N:13]([CH3:16])[CH2:14][CH2:15][C:5]=3[C:4]=2[CH:3]=1. (4) Given the reactants [NH2:1][C:2]1[C:7]([C:8](O)=[O:9])=[CH:6][C:5]([Br:11])=[CH:4][N:3]=1.[CH3:12][NH:13][CH3:14].P(C#N)(OCC)(OCC)=O, predict the reaction product. The product is: [NH2:1][C:2]1[N:3]=[CH:4][C:5]([Br:11])=[CH:6][C:7]=1[C:8]([N:13]([CH3:14])[CH3:12])=[O:9]. (5) The product is: [N+:23]([C:20]1[CH:21]=[CH:22][C:17]([NH:1][CH2:2][C:3]2[CH:8]=[N:7][CH:6]=[CH:5][N:4]=2)=[N:18][CH:19]=1)([O-:25])=[O:24]. Given the reactants [NH2:1][CH2:2][C:3]1[CH:8]=[N:7][CH:6]=[CH:5][N:4]=1.C(N(CC)CC)C.Cl[C:17]1[CH:22]=[CH:21][C:20]([N+:23]([O-:25])=[O:24])=[CH:19][N:18]=1, predict the reaction product. (6) Given the reactants [C:1]([O:7][CH2:8][CH3:9])(=[O:6])[CH2:2][C:3]([CH3:5])=O.COC(OC)[N:13]([CH3:15])C.O.[NH2:19]N, predict the reaction product. The product is: [CH2:8]([O:7][C:1]([C:2]1[CH:15]=[N:13][NH:19][C:3]=1[CH3:5])=[O:6])[CH3:9]. (7) Given the reactants BrC1C([C@@H](N[C:20](=[O:38])[CH2:21][N:22]2[C:30]3[C:29]([F:32])([F:31])[CH2:28][CH2:27][C:26](F)(F)[C:25]=3[C:24]([CH:35]([F:37])[F:36])=[N:23]2)CC2C=C(F)C=C(F)C=2)=NC=C(Br)C=1.Cl.[NH2:40][C@H:41]([C:51]1[C:56]([C:57]2[CH:58]=[CH:59][C:60]([Cl:72])=[C:61]3[C:65]=2[N:64]([CH3:66])[N:63]=[C:62]3[NH:67][S:68]([CH3:71])(=[O:70])=[O:69])=[CH:55][C:54]([C:73]#[N:74])=[CH:53][N:52]=1)[CH2:42][C:43]1[CH:48]=[C:47]([F:49])[CH:46]=[C:45]([F:50])[CH:44]=1.FC(F)C1C2[C@H]3C[C@H]3C(F)(F)C=2N(CC(O)=O)N=1, predict the reaction product. The product is: [Cl:72][C:60]1[CH:59]=[CH:58][C:57]([C:56]2[C:51]([C@@H:41]([NH:40][C:20](=[O:38])[CH2:21][N:22]3[C:30]4[C:29]([F:31])([F:32])[C@@H:28]5[CH2:27][C@@H:26]5[C:25]=4[C:24]([CH:35]([F:36])[F:37])=[N:23]3)[CH2:42][C:43]3[CH:44]=[C:45]([F:50])[CH:46]=[C:47]([F:49])[CH:48]=3)=[N:52][CH:53]=[C:54]([C:73]#[N:74])[CH:55]=2)=[C:65]2[C:61]=1[C:62]([NH:67][S:68]([CH3:71])(=[O:69])=[O:70])=[N:63][N:64]2[CH3:66]. (8) Given the reactants [CH3:1][O:2][C:3]([C@H:5]1[CH2:10][CH2:9][C@H:8]([C:11]([OH:13])=O)[CH2:7][CH2:6]1)=[O:4].Cl.[CH3:15][NH:16][CH3:17].Cl.C(N=C=NCCCN(C)C)C.C(N(CC)CC)C, predict the reaction product. The product is: [CH3:15][N:16]([CH3:17])[C:11]([C@H:8]1[CH2:9][CH2:10][C@H:5]([C:3]([O:2][CH3:1])=[O:4])[CH2:6][CH2:7]1)=[O:13].